Dataset: Catalyst prediction with 721,799 reactions and 888 catalyst types from USPTO. Task: Predict which catalyst facilitates the given reaction. (1) Reactant: Cl[C:2]1[CH:7]=[CH:6][C:5]([C:8]2[C:9]([NH2:17])=[N:10][C:11]([NH2:16])=[N:12][C:13]=2[CH2:14][CH3:15])=[CH:4][C:3]=1[N+:18]([O-:20])=[O:19].[CH3:21][S:22]([C:25]1[CH:32]=[CH:31][C:28]([CH2:29][NH2:30])=[CH:27][CH:26]=1)(=[O:24])=[O:23].CCN(C(C)C)C(C)C. Product: [CH2:14]([C:13]1[N:12]=[C:11]([NH2:16])[N:10]=[C:9]([NH2:17])[C:8]=1[C:5]1[CH:6]=[CH:7][C:2]([NH:30][CH2:29][C:28]2[CH:27]=[CH:26][C:25]([S:22]([CH3:21])(=[O:24])=[O:23])=[CH:32][CH:31]=2)=[C:3]([N+:18]([O-:20])=[O:19])[CH:4]=1)[CH3:15]. The catalyst class is: 37. (2) Reactant: [CH3:1][S:2]([C:5]1[CH:6]=[C:7]2[C:12](=[CH:13][CH:14]=1)[N:11]=[C:10]([C:15]1[CH:20]=[CH:19][CH:18]=[C:17]([C:21]([F:24])([F:23])[F:22])[CH:16]=1)[C:9]([CH2:25][N:26]1[CH2:31][CH2:30][C:29](=O)[CH2:28][CH2:27]1)=[C:8]2[C:33]([NH:35][C@H:36]([C:41]1[CH:46]=[CH:45][CH:44]=[CH:43][CH:42]=1)[C:37]([F:40])([F:39])[F:38])=[O:34])(=[O:4])=[O:3].C(O)(=O)C.[CH3:51][C@H:52]1[CH2:56][CH2:55][CH2:54][NH:53]1.C(O[BH-](OC(=O)C)OC(=O)C)(=O)C.[Na+]. Product: [CH3:51][C@@H:52]1[CH2:56][CH2:55][CH2:54][N:53]1[CH:29]1[CH2:28][CH2:27][N:26]([CH2:25][C:9]2[C:10]([C:15]3[CH:20]=[CH:19][CH:18]=[C:17]([C:21]([F:23])([F:24])[F:22])[CH:16]=3)=[N:11][C:12]3[C:7]([C:8]=2[C:33]([NH:35][C@H:36]([C:41]2[CH:46]=[CH:45][CH:44]=[CH:43][CH:42]=2)[C:37]([F:40])([F:39])[F:38])=[O:34])=[CH:6][C:5]([S:2]([CH3:1])(=[O:4])=[O:3])=[CH:14][CH:13]=3)[CH2:31][CH2:30]1. The catalyst class is: 4. (3) Reactant: [OH:1][CH2:2][C:3]([CH3:30])([CH3:29])[C@@H:4]([NH:6][C:7]([C:9]1[C:17]2[C:12](=[N:13][CH:14]=[C:15]([CH:18]3[CH2:20][CH2:19]3)[N:16]=2)[N:11]([CH2:21][O:22][CH2:23][CH2:24][Si:25]([CH3:28])([CH3:27])[CH3:26])[CH:10]=1)=[O:8])[CH3:5].C(N(CC)C(C)C)(C)C.[CH3:40][S:41](Cl)(=[O:43])=[O:42].[Cl-].[NH4+]. Product: [CH:18]1([C:15]2[N:16]=[C:17]3[C:9]([C:7]([NH:6][C@@H:4]([CH3:5])[C:3]([CH3:29])([CH3:30])[CH2:2][O:1][S:41]([CH3:40])(=[O:43])=[O:42])=[O:8])=[CH:10][N:11]([CH2:21][O:22][CH2:23][CH2:24][Si:25]([CH3:26])([CH3:28])[CH3:27])[C:12]3=[N:13][CH:14]=2)[CH2:19][CH2:20]1. The catalyst class is: 4. (4) Reactant: Cl[C:2]1[CH:7]=[N:6][CH:5]=[C:4]([C:8]2[CH:13]=[CH:12][C:11]([Cl:14])=[CH:10][CH:9]=2)[N:3]=1.P(Br)(Br)[Br:16].N. Product: [Br:16][C:2]1[CH:7]=[N:6][CH:5]=[C:4]([C:8]2[CH:13]=[CH:12][C:11]([Cl:14])=[CH:10][CH:9]=2)[N:3]=1. The catalyst class is: 6. (5) Reactant: [C:1]([O:6][C:7]1[CH:16]=[C:15]2[C:10]([CH:11]=[C:12]([C:18]([NH:20][CH2:21][C:22]([O:24]CC3C=CC=CC=3)=[O:23])=[O:19])[C:13](=[O:17])[O:14]2)=[CH:9][C:8]=1[Cl:32])(=[O:5])[CH2:2][CH2:3][CH3:4].C(O)(=O)C.[H][H]. Product: [C:1]([O:6][C:7]1[CH:16]=[C:15]2[C:10]([CH:11]=[C:12]([C:18]([NH:20][CH2:21][C:22]([OH:24])=[O:23])=[O:19])[C:13](=[O:17])[O:14]2)=[CH:9][C:8]=1[Cl:32])(=[O:5])[CH2:2][CH2:3][CH3:4]. The catalyst class is: 505. (6) Product: [CH:41]1([NH:43][C:20](=[O:22])[C:19]2[CH:23]=[CH:24][C:16]([C:15]3[CH:14]=[N:13][N:11]4[CH:12]=[C:7]([C:5]5[CH:4]=[N:3][N:2]([CH3:1])[CH:6]=5)[CH:8]=[N:9][C:10]=34)=[CH:17][CH:18]=2)[CH2:42][CH2:40]1. The catalyst class is: 3. Reactant: [CH3:1][N:2]1[CH:6]=[C:5]([C:7]2[CH:8]=[N:9][C:10]3[N:11]([N:13]=[CH:14][C:15]=3[C:16]3[CH:24]=[CH:23][C:19]([C:20]([OH:22])=O)=[CH:18][CH:17]=3)[CH:12]=2)[CH:4]=[N:3]1.C1N=CN(C(N2C=NC=C2)=O)C=1.C1C=C[C:40]2N(O)N=[N:43][C:41]=2[CH:42]=1.C1(N)CC1. (7) Product: [CH3:32][S:29]([C:26]1[CH:27]=[CH:28][C:23]([O:7][C:8]2[C:16]3[CH:15]=[CH:14][S:13][C:12]=3[CH:11]=[C:10]([C:17]([NH:39][C:36]3[CH:37]=[CH:38][N:34]([CH3:33])[N:35]=3)=[O:19])[CH:9]=2)=[CH:24][CH:25]=1)(=[O:31])=[O:30]. The catalyst class is: 3. Reactant: C([O-])([O-])=O.[Cs+].[Cs+].[OH:7][C:8]1[C:16]2[CH:15]=[CH:14][S:13][C:12]=2[CH:11]=[C:10]([C:17]([O:19]CC)=O)[CH:9]=1.F[C:23]1[CH:28]=[CH:27][C:26]([S:29]([CH3:32])(=[O:31])=[O:30])=[CH:25][CH:24]=1.[CH3:33][N:34]1[CH:38]=[CH:37][C:36]([NH2:39])=[N:35]1.CN(C(ON1N=NC2C=CC=NC1=2)=[N+](C)C)C.F[P-](F)(F)(F)(F)F. (8) Reactant: [Br:1][C:2]1[CH:3]=[CH:4][C:5](I)=[N:6][CH:7]=1.C([Mg]Cl)(C)C.[Li+].[Cl-].[C:16]([C@H:19]1[CH2:24][CH2:23][C@H:22]([C:25]([O:27][CH3:28])=[O:26])[CH2:21][CH2:20]1)(=[O:18])[CH3:17].[BH4-].[Na+].[NH4+].[Cl-]. Product: [Br:1][C:2]1[CH:3]=[CH:4][C:5]([C:16]([C@H:19]2[CH2:24][CH2:23][C@H:22]([C:25]([O:27][CH3:28])=[O:26])[CH2:21][CH2:20]2)([OH:18])[CH3:17])=[N:6][CH:7]=1. The catalyst class is: 76.